This data is from Forward reaction prediction with 1.9M reactions from USPTO patents (1976-2016). The task is: Predict the product of the given reaction. Given the reactants [Si:1]([O:8][C:9]1[CH:10]=[C:11]([CH:17]=[C:18](/[CH:20]=[CH:21]/[CH2:22][O:23][CH3:24])[CH:19]=1)[CH2:12][NH:13][CH:14]1[CH2:16][CH2:15]1)([C:4]([CH3:7])([CH3:6])[CH3:5])([CH3:3])[CH3:2], predict the reaction product. The product is: [Si:1]([O:8][C:9]1[CH:10]=[C:11]([CH:17]=[C:18]([CH2:20][CH2:21][CH2:22][O:23][CH3:24])[CH:19]=1)[CH2:12][NH:13][CH:14]1[CH2:16][CH2:15]1)([C:4]([CH3:7])([CH3:6])[CH3:5])([CH3:2])[CH3:3].